This data is from Catalyst prediction with 721,799 reactions and 888 catalyst types from USPTO. The task is: Predict which catalyst facilitates the given reaction. Reactant: [Br:1][C:2]1[CH:3]=[C:4]2[C:8](=[N:9][CH:10]=1)[NH:7][CH:6]=[CH:5]2.C(=O)([O-])[O-].[Cs+].[Cs+].[CH:17]1(Br)[CH2:20][CH2:19][CH2:18]1. Product: [CH:17]1([N:7]2[C:8]3[C:4](=[CH:3][C:2]([Br:1])=[CH:10][N:9]=3)[CH:5]=[CH:6]2)[CH2:20][CH2:19][CH2:18]1. The catalyst class is: 3.